Dataset: Full USPTO retrosynthesis dataset with 1.9M reactions from patents (1976-2016). Task: Predict the reactants needed to synthesize the given product. (1) Given the product [Cl:1][C:2]1[N:7]=[CH:6][C:5]([CH2:31][NH:32][C:11]2[N:26]=[CH:25][C:24]([C:27]([F:30])([F:29])[F:28])=[CH:23][C:12]=2[C:13]([NH:15][C:16]2[CH:21]=[CH:20][C:19]([F:22])=[CH:18][CH:17]=2)=[O:14])=[CH:4][CH:3]=1, predict the reactants needed to synthesize it. The reactants are: [Cl:1][C:2]1[N:7]=[CH:6][C:5](NC)=[CH:4][CH:3]=1.Cl[C:11]1[N:26]=[CH:25][C:24]([C:27]([F:30])([F:29])[F:28])=[CH:23][C:12]=1[C:13]([NH:15][C:16]1[CH:21]=[CH:20][C:19]([F:22])=[CH:18][CH:17]=1)=[O:14].[CH3:31][N:32](C)C=O.C(N(CC)C(C)C)(C)C. (2) Given the product [C:41]([O:43][CH2:1][C:2]1[C:3]([F:15])=[C:4]([CH:10]=[C:11]([F:14])[C:12]=1[F:13])[C:5]([O:7][CH2:8][CH3:9])=[O:6])(=[O:42])[CH3:40], predict the reactants needed to synthesize it. The reactants are: [CH3:1][C:2]1[C:3]([F:15])=[C:4]([CH:10]=[C:11]([F:14])[C:12]=1[F:13])[C:5]([O:7][CH2:8][CH3:9])=[O:6].BrN1C(=O)CCC1=O.N(C(C)(C)C#N)=NC(C)(C)C#N.BrCC1C(F)=[C:40](C=C(F)C=1F)[C:41]([O:43]CC)=[O:42].C([O-])(=O)C.[Na+]. (3) Given the product [CH3:2][O:3][C:4](=[O:27])[CH:5]([NH:8][C:9]([C:11]1[CH:16]=[CH:15][C:14]([C:17]2[CH:22]=[CH:21][C:20]([C:23]([F:25])([F:24])[F:26])=[CH:19][CH:18]=2)=[CH:13][CH:12]=1)=[O:10])[CH2:6][NH:7][S:43]([C:40]1[CH:39]=[CH:38][C:37]([C:47]2[CH:52]=[CH:51][CH:50]=[CH:49][CH:48]=2)=[CH:42][CH:41]=1)(=[O:45])=[O:44], predict the reactants needed to synthesize it. The reactants are: Cl.[CH3:2][O:3][C:4](=[O:27])[C@@H:5]([NH:8][C:9]([C:11]1[CH:16]=[CH:15][C:14]([C:17]2[CH:22]=[CH:21][C:20]([C:23]([F:26])([F:25])[F:24])=[CH:19][CH:18]=2)=[CH:13][CH:12]=1)=[O:10])[CH2:6][NH2:7].C(N(C(C)C)CC)(C)C.[C:37]1([C:47]2[CH:52]=[CH:51][CH:50]=[CH:49][CH:48]=2)[CH:42]=[CH:41][C:40]([S:43](Cl)(=[O:45])=[O:44])=[CH:39][CH:38]=1. (4) Given the product [C:15]([O:14][C:12]([N:9]1[CH2:8][CH2:7][C:6]([NH:5][C:1](=[O:3])[CH3:2])([CH3:19])[CH2:11][CH2:10]1)=[O:13])([CH3:18])([CH3:17])[CH3:16], predict the reactants needed to synthesize it. The reactants are: [C:1](Cl)(=[O:3])[CH3:2].[NH2:5][C:6]1([CH3:19])[CH2:11][CH2:10][N:9]([C:12]([O:14][C:15]([CH3:18])([CH3:17])[CH3:16])=[O:13])[CH2:8][CH2:7]1.CCN(C(C)C)C(C)C. (5) Given the product [F:46][CH2:45][CH2:44][N:19]([CH2:18][C:15]1[CH:14]=[CH:13][C:12]([S:11][C:2]([CH3:1])([CH3:10])[C:3]([O:5][C:6]([CH3:7])([CH3:8])[CH3:9])=[O:4])=[CH:17][CH:16]=1)[C:20]1[CH:25]=[C:24]([C:26]2[CH:31]=[CH:30][CH:29]=[C:28]([C:32]([F:34])([F:33])[F:35])[CH:27]=2)[N:23]=[CH:22][N:21]=1, predict the reactants needed to synthesize it. The reactants are: [CH3:1][C:2]([S:11][C:12]1[CH:17]=[CH:16][C:15]([CH2:18][NH:19][C:20]2[CH:25]=[C:24]([C:26]3[CH:31]=[CH:30][CH:29]=[C:28]([C:32]([F:35])([F:34])[F:33])[CH:27]=3)[N:23]=[CH:22][N:21]=2)=[CH:14][CH:13]=1)([CH3:10])[C:3]([O:5][C:6]([CH3:9])([CH3:8])[CH3:7])=[O:4].CN(C=O)C.[H-].[Na+].Br[CH2:44][CH2:45][F:46].